This data is from Forward reaction prediction with 1.9M reactions from USPTO patents (1976-2016). The task is: Predict the product of the given reaction. Given the reactants [CH:1]([C:3]1[CH:4]=[C:5]([C:9]2[CH:18]=[CH:17][C:16]3[C:11](=[C:12]([NH:19][C:20]([C:22]4[N:23]=[CH:24][S:25][CH:26]=4)=[O:21])[CH:13]=[CH:14][CH:15]=3)[N:10]=2)[CH:6]=[CH:7][CH:8]=1)=O.[NH:27]1[CH2:32][CH2:31][O:30][CH2:29][CH2:28]1.[BH-](OC(C)=O)(OC(C)=O)OC(C)=O.[Na+].[BH4-].[Na+], predict the reaction product. The product is: [O:30]1[CH2:31][CH2:32][N:27]([CH2:1][C:3]2[CH:4]=[C:5]([C:9]3[CH:18]=[CH:17][C:16]4[C:11](=[C:12]([NH:19][C:20]([C:22]5[N:23]=[CH:24][S:25][CH:26]=5)=[O:21])[CH:13]=[CH:14][CH:15]=4)[N:10]=3)[CH:6]=[CH:7][CH:8]=2)[CH2:28][CH2:29]1.